Predict the reactants needed to synthesize the given product. From a dataset of Full USPTO retrosynthesis dataset with 1.9M reactions from patents (1976-2016). (1) Given the product [O-:11][S:9]([C:12]([F:15])([F:14])[F:13])(=[O:10])=[O:8].[CH3:2][N+:3]1[CH:7]=[CH:6][NH:5][CH:4]=1, predict the reactants needed to synthesize it. The reactants are: [Cl-].[CH3:2][N+:3]1[CH:7]=[CH:6][NH:5][CH:4]=1.[O:8]([Si](C)(C)C)[S:9]([C:12]([F:15])([F:14])[F:13])(=[O:11])=[O:10]. (2) Given the product [CH3:14][C:15]([CH3:27])([CH2:19][NH:20][C:21]1[CH:26]=[CH:25][CH:24]=[CH:23][N:22]=1)[C:16]#[N:18], predict the reactants needed to synthesize it. The reactants are: FC(F)(F)C(OC(=O)C(F)(F)F)=O.[CH3:14][C:15]([CH3:27])([CH2:19][NH:20][C:21]1[CH:26]=[CH:25][CH:24]=[CH:23][N:22]=1)[C:16]([NH2:18])=O.O. (3) Given the product [Cl:1][C:2]1[C:3]([C:22]2[S:26][C:25]([C:27]3([O:31][CH2:32][O:33][CH3:34])[CH2:30][CH2:29][CH2:28]3)=[N:24][CH:23]=2)=[C:4]2[CH:10]=[C:9]([C:43]3[CH:44]=[N:45][N:46]([CH2:48][CH2:49][N:50]4[CH2:55][CH2:54][O:53][CH2:52][CH2:51]4)[CH:47]=3)[N:8]([S:12]([C:15]3[CH:21]=[CH:20][C:18]([CH3:19])=[CH:17][CH:16]=3)(=[O:14])=[O:13])[C:5]2=[N:6][CH:7]=1, predict the reactants needed to synthesize it. The reactants are: [Cl:1][C:2]1[C:3]([C:22]2[S:26][C:25]([C:27]3([O:31][CH2:32][O:33][CH3:34])[CH2:30][CH2:29][CH2:28]3)=[N:24][CH:23]=2)=[C:4]2[CH:10]=[C:9](I)[N:8]([S:12]([C:15]3[CH:21]=[CH:20][C:18]([CH3:19])=[CH:17][CH:16]=3)(=[O:14])=[O:13])[C:5]2=[N:6][CH:7]=1.CC1(C)C(C)(C)OB([C:43]2[CH:44]=[N:45][N:46]([CH2:48][CH2:49][N:50]3[CH2:55][CH2:54][O:53][CH2:52][CH2:51]3)[CH:47]=2)O1.C(=O)(O)[O-].